The task is: Predict the reaction yield, written as a fraction of the theoretical maximum amount of product (1.0 means a 100% yield; for example, 0.34 means a 34% yield).. This data is from Reaction yield outcomes from USPTO patents with 853,638 reactions. (1) The reactants are [CH3:1][C:2]1[CH:3]=[C:4]([O:9][CH3:10])[CH:5]=[CH:6][C:7]=1[CH3:8].Cl([O-])(=O)(=O)=O.[Li+].[C:17](Cl)(=[O:24])[C:18]1[CH:23]=[CH:22][CH:21]=[CH:20][CH:19]=1.C(=O)([O-])O.[Na+]. The catalyst is [N+](C)([O-])=O.FC(F)(F)S([O-])(=O)=O.[Sc+3].FC(F)(F)S([O-])(=O)=O.FC(F)(F)S([O-])(=O)=O. The product is [CH3:1][C:2]1[C:7]([CH3:8])=[CH:6][C:5]([C:17]([C:18]2[CH:23]=[CH:22][CH:21]=[CH:20][CH:19]=2)=[O:24])=[C:4]([O:9][CH3:10])[CH:3]=1. The yield is 0.930. (2) The reactants are CC(C)([O-])C.[K+].[P:7]([O-:14])([O:11][CH2:12][CH3:13])[O:8][CH2:9][CH3:10].CS(O[CH2:20][C:21]1[CH:26]=[CH:25][CH:24]=[C:23]([CH:27]([O:31][CH2:32][CH3:33])[O:28][CH2:29][CH3:30])[CH:22]=1)(=O)=O.O. The catalyst is O1CCCC1. The product is [CH2:9]([O:8][P:7]([CH2:20][C:21]1[CH:26]=[CH:25][CH:24]=[C:23]([CH:27]([O:28][CH2:29][CH3:30])[O:31][CH2:32][CH3:33])[CH:22]=1)(=[O:14])[O:11][CH2:12][CH3:13])[CH3:10]. The yield is 0.700. (3) The reactants are [CH2:1]([Sn](CCCC)(CCCC)CCCC)[CH:2]=[CH2:3].I[C:18]1[CH:23]=[CH:22][C:21]([N+:24]([O-:26])=[O:25])=[CH:20][CH:19]=1.[F-].[K+]. The catalyst is O1CCOCC1.C(OCC)C.[Pd].C1(P(C2C=CC=CC=2)C2C=CC=CC=2)C=CC=CC=1.C1(P(C2C=CC=CC=2)C2C=CC=CC=2)C=CC=CC=1.C1(P(C2C=CC=CC=2)C2C=CC=CC=2)C=CC=CC=1.C1(P(C2C=CC=CC=2)C2C=CC=CC=2)C=CC=CC=1.[Cu]I. The product is [CH2:3]([C:18]1[CH:23]=[CH:22][C:21]([N+:24]([O-:26])=[O:25])=[CH:20][CH:19]=1)[CH:2]=[CH2:1]. The yield is 0.550. (4) The reactants are [CH3:1][O:2][C:3](=[O:11])[C:4]1[CH:9]=[CH:8][C:7](Br)=[CH:6][CH:5]=1.[CH3:12][CH:13]([OH:16])[CH:14]=[CH2:15].C1(P(C2C=CC=CC=2)C2C=CC=CC=2)C=CC=CC=1.CCCCCC. The catalyst is C(N(CC)CC)C.C([O-])(=O)C.[Pd+2].C([O-])(=O)C.C(OCC)(=O)C. The product is [CH3:1][O:2][C:3](=[O:11])[C:4]1[CH:9]=[CH:8][C:7]([CH2:15][CH2:14][C:13](=[O:16])[CH3:12])=[CH:6][CH:5]=1. The yield is 0.260. (5) The reactants are [NH2:1][C:2]1[CH:3]=[N:4][CH:5]=[CH:6][C:7]=1[N:8]1[CH2:13][C@H:12]([CH3:14])[C@@H:11]([O:15][Si:16]([C:19]([CH3:22])([CH3:21])[CH3:20])([CH3:18])[CH3:17])[C@H:10]([NH:23][C:24](=[O:30])[O:25][C:26]([CH3:29])([CH3:28])[CH3:27])[CH2:9]1.[CH2:31]([C:34]1[S:42][C:41]2[C:36](=[N:37][C:38]([C:43](O)=[O:44])=[CH:39][CH:40]=2)[CH:35]=1)[CH2:32][CH3:33].CCN(C(C)C)C(C)C.CN(C(ON1N=NC2C=CC=NC1=2)=[N+](C)C)C.F[P-](F)(F)(F)(F)F. The catalyst is CN(C=O)C. The product is [Si:16]([O:15][C@@H:11]1[C@@H:12]([CH3:14])[CH2:13][N:8]([C:7]2[CH:6]=[CH:5][N:4]=[CH:3][C:2]=2[NH:1][C:43]([C:38]2[N:37]=[C:36]3[CH:35]=[C:34]([CH2:31][CH2:32][CH3:33])[S:42][C:41]3=[CH:40][CH:39]=2)=[O:44])[CH2:9][C@H:10]1[NH:23][C:24](=[O:30])[O:25][C:26]([CH3:29])([CH3:28])[CH3:27])([C:19]([CH3:22])([CH3:21])[CH3:20])([CH3:18])[CH3:17]. The yield is 0.840. (6) The reactants are N(C(C)C)C(C)C.[Li]CCCC.[Li+].CC([N-]C(C)C)C.[C:21]([O:24][C:25]([CH3:28])([CH3:27])[CH3:26])(=[O:23])[CH3:22].[CH:29]([C:31]1[CH:40]=[CH:39][C:34]([C:35]([O:37][CH3:38])=[O:36])=[CH:33][CH:32]=1)=O.ClC1N=C(OC)N=C(OC)N=1.[NH4+].[Cl-]. The catalyst is C1COCC1.CCOC(C)=O. The product is [C:25]([O:24][C:21]([CH:22]=[CH:29][C:31]1[CH:40]=[CH:39][C:34]([C:35]([O:37][CH3:38])=[O:36])=[CH:33][CH:32]=1)=[O:23])([CH3:28])([CH3:27])[CH3:26]. The yield is 0.490. (7) The reactants are Cl[C:2]1[N:7]=[C:6]([O:8][C:9]2[CH:34]=[CH:33][CH:32]=[CH:31][C:10]=2[CH2:11][NH:12][C:13]([NH:15][C:16]2[N:20]([C:21]3[CH:22]=[N:23][CH:24]=[CH:25][CH:26]=3)[N:19]=[C:18]([C:27]([CH3:30])([CH3:29])[CH3:28])[CH:17]=2)=[O:14])[CH:5]=[CH:4][N:3]=1.[NH:35]1[CH2:40][CH2:39][O:38][CH2:37][CH2:36]1. The catalyst is C(O)C. The product is [O:38]1[CH2:39][CH2:40][N:35]([C:2]2[N:7]=[C:6]([O:8][C:9]3[CH:34]=[CH:33][CH:32]=[CH:31][C:10]=3[CH2:11][NH:12][C:13]([NH:15][C:16]3[N:20]([C:21]4[CH:22]=[N:23][CH:24]=[CH:25][CH:26]=4)[N:19]=[C:18]([C:27]([CH3:28])([CH3:30])[CH3:29])[CH:17]=3)=[O:14])[CH:5]=[CH:4][N:3]=2)[CH2:36][CH2:37]1. The yield is 0.940.